This data is from Forward reaction prediction with 1.9M reactions from USPTO patents (1976-2016). The task is: Predict the product of the given reaction. (1) Given the reactants [I-].[CH3:2][S+](C)(C)=O.[NH2:7][C:8]1[C:13]2[C:14]([C:17]3[CH:22]=[CH:21][C:20]([NH:23][C:24]([C:26]4[N:27]([CH3:35])[C:28]5[C:33]([CH:34]=4)=[CH:32][CH:31]=[CH:30][CH:29]=5)=[O:25])=[C:19]([O:36][CH3:37])[CH:18]=3)=[CH:15][S:16][C:12]=2[C:11](/[CH:38]=[CH:39]/[C:40]([O:42][CH2:43][CH3:44])=[O:41])=[CH:10][N:9]=1, predict the reaction product. The product is: [NH2:7][C:8]1[C:13]2[C:14]([C:17]3[CH:22]=[CH:21][C:20]([NH:23][C:24]([C:26]4[N:27]([CH3:35])[C:28]5[C:33]([CH:34]=4)=[CH:32][CH:31]=[CH:30][CH:29]=5)=[O:25])=[C:19]([O:36][CH3:37])[CH:18]=3)=[CH:15][S:16][C:12]=2[C:11]([CH:38]2[CH2:2][CH:39]2[C:40]([O:42][CH2:43][CH3:44])=[O:41])=[CH:10][N:9]=1. (2) Given the reactants S1C2C=CC=CC=2N=C1N(COCC[Si](C)(C)C)C(C1C=CC=C2C=1CN(C1SC([CH2:32][N:33]3[CH2:38][CH2:37][N:36]([C:39]4[CH:44]=[CH:43][CH:42]=[CH:41][CH:40]=4)[CH2:35][CH2:34]3)=C(C(OC)=O)N=1)CC2)=O.S1C2C=CC=CC=2N=C1NC(C1C=CC=C2C=1CN(C1SC(CCCCI)=C(C(OCC)=O)N=1)CC2)=[O:64].C1C=CC(N2CCNCC2)=CC=1.N1(C2C=CC(O)=CC=2)CCNCC1, predict the reaction product. The product is: [CH3:32][N:33]1[CH2:38][CH2:37][N:36]([C:39]2[CH:44]=[CH:43][C:42]([OH:64])=[CH:41][CH:40]=2)[CH2:35][CH2:34]1.